This data is from NCI-60 drug combinations with 297,098 pairs across 59 cell lines. The task is: Regression. Given two drug SMILES strings and cell line genomic features, predict the synergy score measuring deviation from expected non-interaction effect. Drug 1: C1=C(C(=O)NC(=O)N1)F. Drug 2: C#CCC(CC1=CN=C2C(=N1)C(=NC(=N2)N)N)C3=CC=C(C=C3)C(=O)NC(CCC(=O)O)C(=O)O. Cell line: K-562. Synergy scores: CSS=36.3, Synergy_ZIP=-12.6, Synergy_Bliss=-21.6, Synergy_Loewe=-18.1, Synergy_HSA=-17.4.